From a dataset of Full USPTO retrosynthesis dataset with 1.9M reactions from patents (1976-2016). Predict the reactants needed to synthesize the given product. Given the product [Cl:20][C:21]1[CH:22]=[C:23]([C:27]2[C:30]([CH3:31])=[N:19][C:15]3[N:16]([N:17]=[CH:18][C:14]=3[C:11]3[CH:10]=[CH:9][C:8]([N:5]4[CH2:6][CH2:7][N:2]([CH3:1])[CH2:3][CH2:4]4)=[CH:13][CH:12]=3)[C:28]=2[NH2:29])[CH:24]=[CH:25][CH:26]=1, predict the reactants needed to synthesize it. The reactants are: [CH3:1][N:2]1[CH2:7][CH2:6][N:5]([C:8]2[CH:13]=[CH:12][C:11]([C:14]3[CH:18]=[N:17][NH:16][C:15]=3[NH2:19])=[CH:10][CH:9]=2)[CH2:4][CH2:3]1.[Cl:20][C:21]1[CH:22]=[C:23]([CH:27]([C:30](=O)[CH3:31])[C:28]#[N:29])[CH:24]=[CH:25][CH:26]=1.